From a dataset of Forward reaction prediction with 1.9M reactions from USPTO patents (1976-2016). Predict the product of the given reaction. (1) Given the reactants [CH3:1][C:2]1([CH2:7][CH2:8][CH2:9][CH2:10][N:11]2[CH:15]=[CH:14][C:13]([NH2:16])=[N:12]2)[O:6]CCO1.[F:17][C:18]([F:32])([F:31])[O:19][C:20]1[CH:21]=[C:22](/[CH:26]=[CH:27]/[C:28](O)=[O:29])[CH:23]=[CH:24][CH:25]=1, predict the reaction product. The product is: [O:6]=[C:2]([CH3:1])[CH2:7][CH2:8][CH2:9][CH2:10][N:11]1[CH:15]=[CH:14][C:13]([NH:16][C:28](=[O:29])/[CH:27]=[CH:26]/[C:22]2[CH:23]=[CH:24][CH:25]=[C:20]([O:19][C:18]([F:31])([F:32])[F:17])[CH:21]=2)=[N:12]1. (2) Given the reactants [OH:1][N:2]1[C:6](=[O:7])[CH:5]2[CH2:8][CH2:9][CH2:10][CH2:11][CH:4]2[C:3]1=[O:12].[CH3:13][N:14]([CH3:18])[C:15](Cl)=[S:16], predict the reaction product. The product is: [O:7]=[C:6]1[CH:5]2[CH:4]([CH2:11][CH2:10][CH2:9][CH2:8]2)[C:3](=[O:12])[N:2]1[O:1][C:15](=[S:16])[N:14]([CH3:18])[CH3:13]. (3) Given the reactants [F:1][CH:2]([CH2:12][N:13]1[C:22]2[CH:21]=[C:20]3[CH2:23][CH2:24][CH2:25][CH2:26][C:19]3=[CH:18][C:17]=2[C:16]2=[N:27][NH:28][C:29]([CH3:30])=[C:15]2[C:14]1=[O:31])[CH2:3][NH:4][C:5](=[O:11])[O:6][C:7]([CH3:10])([CH3:9])[CH3:8].[CH3:32][C:33]([O:36][C:37](O[C:37]([O:36][C:33]([CH3:35])([CH3:34])[CH3:32])=[O:38])=[O:38])([CH3:35])[CH3:34], predict the reaction product. The product is: [C:7]([O:6][C:5]([NH:4][CH2:3][CH:2]([F:1])[CH2:12][N:13]1[C:22]2[CH:21]=[C:20]3[CH2:23][CH2:24][CH2:25][CH2:26][C:19]3=[CH:18][C:17]=2[C:16]2=[N:27][N:28]([C:37]([O:36][C:33]([CH3:35])([CH3:34])[CH3:32])=[O:38])[C:29]([CH3:30])=[C:15]2[C:14]1=[O:31])=[O:11])([CH3:9])([CH3:8])[CH3:10]. (4) Given the reactants Br[C:2]1[N:3]=[CH:4][NH:5][CH:6]=1.[CH2:7](Cl)Cl.[C:10](N)([CH3:13])([CH3:12])[CH3:11].[CH:15](O)([CH3:17])[CH3:16].O, predict the reaction product. The product is: [CH:7]([C:2]1[NH:3][CH:4]=[N:5][CH:6]=1)=[CH:11][C:10]1[CH:13]=[CH:17][CH:15]=[CH:16][CH:12]=1. (5) Given the reactants C(OC([N:8]1[CH2:11][CH:10]([NH:12][C:13]2[C:22]3[C:17](=[CH:18][CH:19]=[CH:20][CH:21]=3)[N:16]([CH2:23][C:24]3[CH:29]=[CH:28][C:27]([F:30])=[CH:26][CH:25]=3)[C:15](=[O:31])[C:14]=2[C:32]#[N:33])[CH2:9]1)=O)(C)(C)C.[ClH:34], predict the reaction product. The product is: [ClH:34].[NH:8]1[CH2:11][CH:10]([NH:12][C:13]2[C:22]3[C:17](=[CH:18][CH:19]=[CH:20][CH:21]=3)[N:16]([CH2:23][C:24]3[CH:25]=[CH:26][C:27]([F:30])=[CH:28][CH:29]=3)[C:15](=[O:31])[C:14]=2[C:32]#[N:33])[CH2:9]1. (6) Given the reactants [H-].[Li+].[CH:3]([N:6]([CH2:10][CH3:11])[CH:7]([CH3:9])[CH3:8])([CH3:5])[CH3:4].[B:12](OC)(OC)OC.[Cl-].[Al+3].[Cl-].[Cl-].C(N(CC)C(C)C)(C)C.B, predict the reaction product. The product is: [B:12].[CH3:11][CH2:10][N:6]([CH:7]([CH3:9])[CH3:8])[CH:3]([CH3:5])[CH3:4]. (7) Given the reactants [Cl:1][C:2]1[C:11]2[C:6](=[CH:7][CH:8]=[CH:9][CH:10]=2)[CH:5]=[CH:4][C:3]=1[O:12][CH2:13][C:14]([CH3:17])([NH2:16])[CH3:15].[S:18]1[CH:22]=[CH:21][CH:20]=[C:19]1[CH:23]=O, predict the reaction product. The product is: [Cl:1][C:2]1[C:11]2[C:6](=[CH:7][CH:8]=[CH:9][CH:10]=2)[CH:5]=[CH:4][C:3]=1[O:12][CH2:13][C:14]([CH3:17])([NH:16][CH2:23][C:19]1[S:18][CH:22]=[CH:21][CH:20]=1)[CH3:15]. (8) The product is: [CH2:1]([N:8]1[CH2:13][CH2:12][NH:11][C@H:10]([CH2:15][C:16]2[CH:17]=[CH:18][C:19]([C:22]([F:25])([F:24])[F:23])=[CH:20][CH:21]=2)[CH2:9]1)[C:2]1[CH:3]=[CH:4][CH:5]=[CH:6][CH:7]=1. Given the reactants [CH2:1]([N:8]1[CH2:13][C:12](=O)[NH:11][CH:10]([CH2:15][C:16]2[CH:21]=[CH:20][C:19]([C:22]([F:25])([F:24])[F:23])=[CH:18][CH:17]=2)[C:9]1=O)[C:2]1[CH:7]=[CH:6][CH:5]=[CH:4][CH:3]=1, predict the reaction product.